Dataset: Catalyst prediction with 721,799 reactions and 888 catalyst types from USPTO. Task: Predict which catalyst facilitates the given reaction. (1) Reactant: [Br:1][C:2]1[CH:7]=[CH:6][C:5]([S:8](Cl)(=[O:10])=[O:9])=[CH:4][C:3]=1[CH3:12].S([O-])([O-])=O.[Na+:17].[Na+].C(=O)([O-])O.[Na+]. The catalyst class is: 6. Product: [Br:1][C:2]1[CH:7]=[CH:6][C:5]([S:8]([O-:10])=[O:9])=[CH:4][C:3]=1[CH3:12].[Na+:17]. (2) Reactant: [BH4-].[BH4-].[BH4-].[BH4-].[Na+].[Na+].[Na+].[Na+].[CH3:9][N:10]1[C:18]2[C:13](=[CH:14][CH:15]=[CH:16][CH:17]=2)[C:12]([C:19](=[O:25])[C:20]([O:22][CH2:23][CH3:24])=[O:21])=[C:11]1[C:26]1[CH:31]=[CH:30][CH:29]=[CH:28][CH:27]=1.O. Product: [OH:25][CH:19]([C:12]1[C:13]2[C:18](=[CH:17][CH:16]=[CH:15][CH:14]=2)[N:10]([CH3:9])[C:11]=1[C:26]1[CH:27]=[CH:28][CH:29]=[CH:30][CH:31]=1)[C:20]([O:22][CH2:23][CH3:24])=[O:21]. The catalyst class is: 83.